The task is: Regression/Classification. Given a drug SMILES string, predict its absorption, distribution, metabolism, or excretion properties. Task type varies by dataset: regression for continuous measurements (e.g., permeability, clearance, half-life) or binary classification for categorical outcomes (e.g., BBB penetration, CYP inhibition). For this dataset (solubility_aqsoldb), we predict Y.. This data is from Aqueous solubility values for 9,982 compounds from the AqSolDB database. (1) The drug is CCN(CC)c1ccc(C(c2ccc(N(CC)CC)cc2)c2c(S(=O)(=O)O)ccc3ccc(S(=O)(=O)O)cc23)cc1. The Y is -0.698 log mol/L. (2) The Y is -3.53 log mol/L. The drug is O=C1CCCCCCCCCCC(=O)OCCO1. (3) The compound is Brc1ccc2c(c1)Sc1ccccc1N2. The Y is -6.11 log mol/L.